From a dataset of Full USPTO retrosynthesis dataset with 1.9M reactions from patents (1976-2016). Predict the reactants needed to synthesize the given product. Given the product [NH2:23][C:11]1[N:10]([CH3:14])[C:9](=[O:15])[C:8]([C:4]2[CH:5]=[CH:6][CH:7]=[C:2]([Br:1])[CH:3]=2)([C:16]2[CH:21]=[CH:20][CH:19]=[C:18]([OH:22])[CH:17]=2)[N:12]=1, predict the reactants needed to synthesize it. The reactants are: [Br:1][C:2]1[CH:3]=[C:4]([C:8]2([C:16]3[CH:21]=[CH:20][CH:19]=[C:18]([OH:22])[CH:17]=3)[NH:12][C:11](=S)[N:10]([CH3:14])[C:9]2=[O:15])[CH:5]=[CH:6][CH:7]=1.[NH3:23].C(OO)(C)(C)C.